Dataset: Catalyst prediction with 721,799 reactions and 888 catalyst types from USPTO. Task: Predict which catalyst facilitates the given reaction. (1) Reactant: C([O:8][C@@H:9]1[C@@H:15]([CH2:16][O:17]CC2C=CC=CC=2)[O:14][CH:12]([OH:13])[C@H:11](O)[C@H:10]1[O:26][C:27](=[O:35])[CH:28]([CH2:32][CH2:33][CH3:34])[CH2:29][CH2:30][CH3:31])C1C=CC=CC=1.[H][H]. Product: [C:27]([O:26][C@H:10]1[C@H:9]([OH:8])[C@@H:15]([CH2:16][OH:17])[O:14][CH:12]([OH:13])[CH2:11]1)(=[O:35])[CH:28]([CH2:29][CH2:30][CH3:31])[CH2:32][CH2:33][CH3:34]. The catalyst class is: 123. (2) Reactant: P(Cl)(Cl)(Cl)=O.[CH3:6][C:7]1[N:8]=[C:9]([CH3:26])[N:10]2[C:15]=1[C:14](=O)[NH:13][C:12]([C:17]1[CH:22]=[CH:21][C:20]([N+:23]([O-:25])=[O:24])=[CH:19][CH:18]=1)=[N:11]2.[NH:27]1[CH:31]=[N:30][CH:29]=[N:28]1. Product: [CH3:6][C:7]1[N:8]=[C:9]([CH3:26])[N:10]2[C:15]=1[C:14]([N:27]1[CH:31]=[N:30][CH:29]=[N:28]1)=[N:13][C:12]([C:17]1[CH:22]=[CH:21][C:20]([N+:23]([O-:25])=[O:24])=[CH:19][CH:18]=1)=[N:11]2. The catalyst class is: 17. (3) Reactant: Cl[C:2]1[N:7]=[C:6]([NH2:8])[CH:5]=[CH:4][N:3]=1.[CH:9]12[O:16][CH:13]([CH2:14][CH2:15]1)[CH2:12][NH:11][CH2:10]2.C(=O)([O-])[O-].[K+].[K+]. Product: [CH:13]12[O:16][CH:9]([CH2:15][CH2:14]1)[CH2:10][N:11]([C:2]1[N:7]=[C:6]([NH2:8])[CH:5]=[CH:4][N:3]=1)[CH2:12]2. The catalyst class is: 35. (4) Reactant: [F:1][C:2]([F:13])([C:9]([F:12])([F:11])[F:10])[C:3]([F:8])([F:7])[C:4](Cl)=[O:5].N1C=CC=CC=1.[CH:20]([O:22][CH2:23][CH2:24][CH2:25][CH3:26])=[CH2:21].O. Product: [CH2:23]([O:22][CH:20]=[CH:21][C:4](=[O:5])[C:3]([F:8])([F:7])[C:2]([F:13])([F:1])[C:9]([F:12])([F:11])[F:10])[CH2:24][CH2:25][CH3:26]. The catalyst class is: 4. (5) Reactant: C(OC([N:8]1[CH2:12][CH2:11][C:10]([CH2:14][C:15]2[CH:20]=[CH:19][C:18]([Cl:21])=[CH:17][CH:16]=2)([OH:13])[CH2:9]1)=O)(C)(C)C.FC(F)(F)C(O)=O. Product: [Cl:21][C:18]1[CH:17]=[CH:16][C:15]([CH2:14][C:10]2([OH:13])[CH2:11][CH2:12][NH:8][CH2:9]2)=[CH:20][CH:19]=1. The catalyst class is: 2. (6) Reactant: [OH:1][CH2:2][C@@H:3]1[C:11]2[C:6](=[CH:7][CH:8]=[CH:9][CH:10]=2)[CH2:5][C@@H:4]1[OH:12].N1C=CN=C1.[C:18]([Si:22]([CH3:25])([CH3:24])Cl)([CH3:21])([CH3:20])[CH3:19]. Product: [Si:22]([O:1][CH2:2][C@@H:3]1[C:11]2[C:6](=[CH:7][CH:8]=[CH:9][CH:10]=2)[CH2:5][C@@H:4]1[OH:12])([C:18]([CH3:21])([CH3:20])[CH3:19])([CH3:25])[CH3:24]. The catalyst class is: 2. (7) Reactant: [S:1]1[CH:5]=[CH:4][C:3]2[C:6](=[O:9])[CH2:7][CH2:8][C:2]1=2.[H-].[Na+].C([O:14][C:15](=O)[C:16]1[CH:21]=[C:20]([C:22]([F:25])([F:24])[F:23])[CH:19]=[C:18]([C:26]([F:29])([F:28])[F:27])[CH:17]=1)C.Cl. Product: [F:23][C:22]([F:24])([F:25])[C:20]1[CH:21]=[C:16]([CH:17]=[C:18]([C:26]([F:29])([F:27])[F:28])[CH:19]=1)[C:15]([CH:7]1[CH2:8][C:2]2[S:1][CH:5]=[CH:4][C:3]=2[C:6]1=[O:9])=[O:14]. The catalyst class is: 84.